Dataset: Full USPTO retrosynthesis dataset with 1.9M reactions from patents (1976-2016). Task: Predict the reactants needed to synthesize the given product. (1) Given the product [OH:1][C:2]1[N:10]=[C:9]([C:11]([N:36]([CH2:37][CH2:38][CH:39]([CH3:41])[CH3:40])[CH2:31][CH2:32][CH:33]([CH3:34])[CH3:35])=[O:12])[N:8]=[C:7]2[C:3]=1[N:4]=[C:5]([C:23]1[CH:24]=[CH:25][C:26]([O:29][CH3:30])=[CH:27][CH:28]=1)[N:6]2[CH2:14][CH2:15][CH2:16][N:17]1[CH2:18][CH2:19][CH2:20][CH2:21][CH2:22]1, predict the reactants needed to synthesize it. The reactants are: [OH:1][C:2]1[N:10]=[C:9]([C:11](O)=[O:12])[N:8]=[C:7]2[C:3]=1[N:4]=[C:5]([C:23]1[CH:28]=[CH:27][C:26]([O:29][CH3:30])=[CH:25][CH:24]=1)[N:6]2[CH2:14][CH2:15][CH2:16][N:17]1[CH2:22][CH2:21][CH2:20][CH2:19][CH2:18]1.[CH2:31]([NH:36][CH2:37][CH2:38][CH:39]([CH3:41])[CH3:40])[CH2:32][CH:33]([CH3:35])[CH3:34]. (2) Given the product [CH3:20][C@@H:16]1[CH2:15][CH2:14][O:13][C@H:12]2[CH2:11][N:10]3[CH:21]=[C:6]([C:4]([OH:5])=[O:3])[C:7](=[O:30])[C:8]([O:22][CH2:23][C:24]4[CH:29]=[CH:28][CH:27]=[CH:26][CH:25]=4)=[C:9]3[C:18](=[O:19])[N:17]12, predict the reactants needed to synthesize it. The reactants are: C([O:3][C:4]([C:6]1[C:7](=[O:30])[C:8]([O:22][CH2:23][C:24]2[CH:29]=[CH:28][CH:27]=[CH:26][CH:25]=2)=[C:9]2[C:18](=[O:19])[N:17]3[C@@H:12]([O:13][CH2:14][CH2:15][C@H:16]3[CH3:20])[CH2:11][N:10]2[CH:21]=1)=[O:5])C.CO.O.[OH-].[Li+]. (3) Given the product [CH3:23][C:22]([CH3:25])([O:21][C:19]([NH:1][C:2]1[CH:10]=[CH:9][CH:8]=[C:7]([CH3:11])[C:3]=1[C:4]([OH:6])=[O:5])=[O:20])[CH3:24], predict the reactants needed to synthesize it. The reactants are: [NH2:1][C:2]1[CH:10]=[CH:9][CH:8]=[C:7]([CH3:11])[C:3]=1[C:4]([OH:6])=[O:5].C(N(CC)CC)C.[C:19](O[C:19]([O:21][C:22]([CH3:25])([CH3:24])[CH3:23])=[O:20])([O:21][C:22]([CH3:25])([CH3:24])[CH3:23])=[O:20].C(O)(=O)CC(CC(O)=O)(C(O)=O)O. (4) Given the product [Cl:3][C:4]1[CH:40]=[CH:39][CH:38]=[CH:37][C:5]=1[CH2:6][N:7]([CH3:36])[C:8]([C:10]1[N:11]=[N:12][N:13]([CH2:21][C:22]2[CH:27]=[C:26]([C:28]([F:31])([F:29])[F:30])[CH:25]=[C:24]([C:32]([F:33])([F:34])[F:35])[CH:23]=2)[C:14]=1[N:15]1[CH2:16][CH2:17][S:18](=[O:1])[CH2:19][CH2:20]1)=[O:9], predict the reactants needed to synthesize it. The reactants are: [OH:1]O.[Cl:3][C:4]1[CH:40]=[CH:39][CH:38]=[CH:37][C:5]=1[CH2:6][N:7]([CH3:36])[C:8]([C:10]1[N:11]=[N:12][N:13]([CH2:21][C:22]2[CH:27]=[C:26]([C:28]([F:31])([F:30])[F:29])[CH:25]=[C:24]([C:32]([F:35])([F:34])[F:33])[CH:23]=2)[C:14]=1[N:15]1[CH2:20][CH2:19][S:18][CH2:17][CH2:16]1)=[O:9]. (5) Given the product [ClH:1].[CH3:2][N:3]([CH3:15])[C:4]1([CH2:7][O:8][C:9]2[CH:10]=[N:11][CH:12]=[CH:13][CH:14]=2)[CH2:6][CH2:5]1, predict the reactants needed to synthesize it. The reactants are: [ClH:1].[CH3:2][NH:3][C:4]1([CH2:7][O:8][C:9]2[CH:10]=[N:11][CH:12]=[CH:13][CH:14]=2)[CH2:6][CH2:5]1.[CH:15](O)=O.C=O.[OH-].[Na+]. (6) Given the product [C:1]([O:4][CH2:5][C@H:6]1[CH2:7][O:8][C@@H:9]([C:12]2[CH:17]=[CH:16][N:15]=[CH:14][C:13]=2[NH:18][C:33](=[O:34])[C:31]2[CH:30]=[CH:29][C:28]([F:36])=[C:27]([C:21]3[C:20]([F:19])=[CH:25][CH:24]=[CH:23][C:22]=3[F:26])[N:32]=2)[O:10][CH2:11]1)(=[O:3])[CH3:2], predict the reactants needed to synthesize it. The reactants are: [C:1]([O:4][CH2:5][C@H:6]1[CH2:11][O:10][C@@H:9]([C:12]2[CH:17]=[CH:16][N:15]=[CH:14][C:13]=2[NH2:18])[O:8][CH2:7]1)(=[O:3])[CH3:2].[F:19][C:20]1[CH:25]=[CH:24][CH:23]=[C:22]([F:26])[C:21]=1[C:27]1[N:32]=[C:31]([C:33](O)=[O:34])[CH:30]=[CH:29][C:28]=1[F:36].C1C=NC2N(O)N=NC=2C=1.C(Cl)CCl. (7) Given the product [CH3:27][O:26][C:23]1[CH:24]=[C:25]2[C:20](=[CH:21][C:22]=1[O:28][CH2:29][CH2:30][O:31][CH3:32])[N:19]=[CH:18][N:17]=[C:16]2[NH:15][C:4]1[C:3](=[O:2])[C:12]2[C:7]([C:6](=[O:13])[CH:5]=1)=[CH:8][CH:9]=[CH:10][CH:11]=2, predict the reactants needed to synthesize it. The reactants are: C[O:2][C:3]1[C:12]2[C:7](=[CH:8][CH:9]=[CH:10][CH:11]=2)[C:6]([O:13]C)=[CH:5][C:4]=1[NH:15][C:16]1[C:25]2[C:20](=[CH:21][C:22]([O:28][CH2:29][CH2:30][O:31][CH3:32])=[C:23]([O:26][CH3:27])[CH:24]=2)[N:19]=[CH:18][N:17]=1.C(O)C(O)C(O)C(O)C(O)C=O.[O-]S([O-])(=O)=O.[Mg+2].